Dataset: Catalyst prediction with 721,799 reactions and 888 catalyst types from USPTO. Task: Predict which catalyst facilitates the given reaction. (1) Reactant: [CH:1]1[C:13]2[CH:12]([CH2:14][O:15][C:16]([N:18]3[CH2:23][C@H:22]([NH:24][S:25]([C:28]4[CH:33]=[CH:32][C:31]([O:34][CH3:35])=[C:30]([O:36][CH3:37])[CH:29]=4)(=[O:27])=[O:26])[CH2:21][C@H:20]([C:38](=[O:67])[NH:39][CH2:40][C:41]4([CH2:55][CH2:56][CH2:57][CH2:58][O:59][Si](C(C)(C)C)(C)C)[C:54]5[CH:53]=[CH:52][CH:51]=[CH:50][C:49]=5[O:48][C:47]5[C:42]4=[CH:43][CH:44]=[CH:45][CH:46]=5)[CH2:19]3)=[O:17])[C:11]3[C:6](=[CH:7][CH:8]=[CH:9][CH:10]=3)[C:5]=2[CH:4]=[CH:3][CH:2]=1.Cl.C([O-])(O)=O.[Na+]. Product: [CH:10]1[C:11]2[CH:12]([CH2:14][O:15][C:16]([N:18]3[CH2:19][C@@H:20]([C:38](=[O:67])[NH:39][CH2:40][C:41]4([CH2:55][CH2:56][CH2:57][CH2:58][OH:59])[C:54]5[CH:53]=[CH:52][CH:51]=[CH:50][C:49]=5[O:48][C:47]5[C:42]4=[CH:43][CH:44]=[CH:45][CH:46]=5)[CH2:21][C@@H:22]([NH:24][S:25]([C:28]4[CH:33]=[CH:32][C:31]([O:34][CH3:35])=[C:30]([O:36][CH3:37])[CH:29]=4)(=[O:27])=[O:26])[CH2:23]3)=[O:17])[C:13]3[C:5](=[CH:4][CH:3]=[CH:2][CH:1]=3)[C:6]=2[CH:7]=[CH:8][CH:9]=1. The catalyst class is: 12. (2) Reactant: FC1C=C(F)C=CC=1CN1C(=O)C=CC(CC2C3C(=CC=CC=3)N(CC(OC)=O)C=2C)=C1.[O:33]=[C:34]1[NH:39][N:38]=[C:37]([C:40]([O:42][CH3:43])=[O:41])[CH2:36][CH2:35]1.C(=O)([O-])[O-].[K+].[K+].Br[CH2:51][CH2:52][CH2:53][C:54]([F:57])([F:56])[F:55]. Product: [O:33]=[C:34]1[N:39]([CH2:51][CH2:52][CH2:53][C:54]([F:57])([F:56])[F:55])[N:38]=[C:37]([C:40]([O:42][CH3:43])=[O:41])[CH2:36][CH2:35]1. The catalyst class is: 3. (3) Reactant: [CH3:1][C:2]1[CH:3]=[C:4]([OH:11])[C:5](=[CH:9][CH:10]=1)[C:6]([OH:8])=O.O.ON1C2C=CC=CC=2N=N1.Cl.CN(C)CCCN=C=NCC.Cl.[F:36][C:37]1[CH:38]=[N:39][C:40]([O:52][C:53]2[CH:58]=[CH:57][C:56]([F:59])=[CH:55][CH:54]=2)=[C:41]([CH:51]=1)[C:42]([NH:44][CH:45]1[CH2:50][CH2:49][NH:48][CH2:47][CH2:46]1)=[O:43].CN1CCOCC1. Product: [F:36][C:37]1[CH:38]=[N:39][C:40]([O:52][C:53]2[CH:58]=[CH:57][C:56]([F:59])=[CH:55][CH:54]=2)=[C:41]([CH:51]=1)[C:42]([NH:44][CH:45]1[CH2:46][CH2:47][N:48]([C:6](=[O:8])[C:5]2[CH:9]=[CH:10][C:2]([CH3:1])=[CH:3][C:4]=2[OH:11])[CH2:49][CH2:50]1)=[O:43]. The catalyst class is: 9. (4) Reactant: [CH3:1][O:2][C:3]1[CH:4]=[C:5](/[CH:9]=[CH:10]/[CH2:11][CH:12]([OH:14])[CH3:13])[CH:6]=[N:7][CH:8]=1.[C:15]1([CH3:25])[CH:20]=[CH:19][C:18]([S:21](Cl)(=[O:23])=[O:22])=[CH:17][CH:16]=1. Product: [C:15]1([CH3:25])[CH:20]=[CH:19][C:18]([S:21]([O:14][CH:12]([CH2:11]/[CH:10]=[CH:9]/[C:5]2[CH:6]=[N:7][CH:8]=[C:3]([O:2][CH3:1])[CH:4]=2)[CH3:13])(=[O:23])=[O:22])=[CH:17][CH:16]=1. The catalyst class is: 17. (5) Reactant: [CH:1]1([C:4]2[CH:8]=[C:7]([C:9]([OH:11])=[O:10])[N:6]([CH3:12])[N:5]=2)[CH2:3][CH2:2]1.[Br:13]Br. Product: [Br:13][C:8]1[C:4]([CH:1]2[CH2:2][CH2:3]2)=[N:5][N:6]([CH3:12])[C:7]=1[C:9]([OH:11])=[O:10]. The catalyst class is: 15.